Dataset: Peptide-MHC class I binding affinity with 185,985 pairs from IEDB/IMGT. Task: Regression. Given a peptide amino acid sequence and an MHC pseudo amino acid sequence, predict their binding affinity value. This is MHC class I binding data. (1) The MHC is HLA-B53:01 with pseudo-sequence HLA-B53:01. The binding affinity (normalized) is 0.309. The peptide sequence is DEPASTEPVHDQLL. (2) The binding affinity (normalized) is 0.0421. The MHC is HLA-A29:02 with pseudo-sequence HLA-A29:02. The peptide sequence is IYHPQQFVYA. (3) The MHC is HLA-B53:01 with pseudo-sequence HLA-B53:01. The binding affinity (normalized) is 1.00. The peptide sequence is MPTDMLKLF. (4) The peptide sequence is KRFYQTVGF. The MHC is HLA-B39:01 with pseudo-sequence HLA-B39:01. The binding affinity (normalized) is 0.0847. (5) The peptide sequence is LLTGGAMLFL. The MHC is HLA-A02:01 with pseudo-sequence HLA-A02:01. The binding affinity (normalized) is 0.643. (6) The peptide sequence is VLLISDPGL. The MHC is HLA-A02:11 with pseudo-sequence HLA-A02:11. The binding affinity (normalized) is 0.0847.